From a dataset of Full USPTO retrosynthesis dataset with 1.9M reactions from patents (1976-2016). Predict the reactants needed to synthesize the given product. (1) The reactants are: [CH2:1]([N:8]1[CH2:12][C@@H:11]2[C@@H:13]([NH2:16])[CH2:14][CH2:15][C@@H:10]2[CH2:9]1)[C:2]1[CH:7]=[CH:6][CH:5]=[CH:4][CH:3]=1.C(N(CC)CC)C.[C:24](O[C:24]([O:26][C:27]([CH3:30])([CH3:29])[CH3:28])=[O:25])([O:26][C:27]([CH3:30])([CH3:29])[CH3:28])=[O:25].CO.ClCCl. Given the product [CH2:1]([N:8]1[CH2:12][C@@H:11]2[C@@H:13]([NH:16][C:24](=[O:25])[O:26][C:27]([CH3:30])([CH3:29])[CH3:28])[CH2:14][CH2:15][C@@H:10]2[CH2:9]1)[C:2]1[CH:3]=[CH:4][CH:5]=[CH:6][CH:7]=1, predict the reactants needed to synthesize it. (2) Given the product [NH2:1][CH2:4][C:5]([N:7]([CH2:13][C:14]1[CH:15]=[CH:16][CH:17]=[CH:18][CH:19]=1)[C@@H:8]([CH:10]1[CH2:12][CH2:11]1)[CH3:9])=[O:6], predict the reactants needed to synthesize it. The reactants are: [N:1]([CH2:4][C:5]([N:7]([CH2:13][C:14]1[CH:19]=[CH:18][CH:17]=[CH:16][CH:15]=1)[C@@H:8]([CH:10]1[CH2:12][CH2:11]1)[CH3:9])=[O:6])=[N+]=[N-].C1C=CC(P(C2C=CC=CC=2)C2C=CC=CC=2)=CC=1. (3) Given the product [CH:12]1([C:17]2[C:26]([CH2:27][C:28]3[CH:29]=[CH:30][C:31]([C:34]([F:35])([F:36])[F:37])=[CH:32][CH:33]=3)=[C:25]([CH:38]([CH3:39])[CH3:40])[CH:24]=[C:23]3[C:18]=2[C@@H:19]([OH:43])[CH2:20][C:21]([CH3:41])([CH3:42])[O:22]3)[CH2:13][CH2:14][CH2:15][CH2:16]1, predict the reactants needed to synthesize it. The reactants are: N[C@@H]1C2C(=CC=CC=2)C[C@@H]1O.[CH:12]1([C:17]2[C:26]([CH2:27][C:28]3[CH:33]=[CH:32][C:31]([C:34]([F:37])([F:36])[F:35])=[CH:30][CH:29]=3)=[C:25]([CH:38]([CH3:40])[CH3:39])[CH:24]=[C:23]3[C:18]=2[C:19](=[O:43])[CH2:20][C:21]([CH3:42])([CH3:41])[O:22]3)[CH2:16][CH2:15][CH2:14][CH2:13]1.CO. (4) The reactants are: [Br:1][C:2]1[N:6]([CH3:7])[N:5]=[CH:4][C:3]=1[C:8]([C:10]1[C:11]([Cl:17])=[N:12][CH:13]=[N:14][C:15]=1Cl)=[O:9].[NH:18]1[CH2:21][CH2:20][CH2:19]1.C(N(CC)C(C)C)(C)C. Given the product [N:18]1([C:15]2[C:10]([C:8]([C:3]3[CH:4]=[N:5][N:6]([CH3:7])[C:2]=3[Br:1])=[O:9])=[C:11]([Cl:17])[N:12]=[CH:13][N:14]=2)[CH2:21][CH2:20][CH2:19]1, predict the reactants needed to synthesize it. (5) Given the product [OH:41][C:39]1[CH:40]=[C:35]([NH:34][CH:2]=[C:3]2[C:11]3[C:6](=[CH:7][C:8]([C:12]([C:14]4[CH:15]=[C:16]([NH:20][C:21]([C:23]5[N:24]([C:29]([CH3:32])([CH3:31])[CH3:30])[N:25]=[C:26]([CH3:28])[CH:27]=5)=[O:22])[CH:17]=[CH:18][CH:19]=4)=[O:13])=[CH:9][CH:10]=3)[NH:5][C:4]2=[O:33])[CH:36]=[CH:37][C:38]=1[CH3:44], predict the reactants needed to synthesize it. The reactants are: O[CH:2]=[C:3]1[C:11]2[C:6](=[CH:7][C:8]([C:12]([C:14]3[CH:15]=[C:16]([NH:20][C:21]([C:23]4[N:24]([C:29]([CH3:32])([CH3:31])[CH3:30])[N:25]=[C:26]([CH3:28])[CH:27]=4)=[O:22])[CH:17]=[CH:18][CH:19]=3)=[O:13])=[CH:9][CH:10]=2)[NH:5][C:4]1=[O:33].[NH2:34][C:35]1[CH:36]=[CH:37][C:38](OC)=[C:39]([OH:41])[CH:40]=1.[CH2:44]1COCC1. (6) The reactants are: C(OC([N:11]1[CH2:16][CH2:15][N:14]([CH:17]2[CH2:21][CH2:20][N:19]([C:22]3[C:23]([F:40])=[CH:24][N:25]4[C:30]([C:31]=3[CH3:32])=[C:29]([CH:33]3[CH2:35][CH2:34]3)[CH:28]=[C:27]([C:36]([OH:38])=[O:37])[C:26]4=[O:39])[CH2:18]2)[CH2:13][CH2:12]1)=O)C1C=CC=CC=1. Given the product [CH:33]1([C:29]2[CH:28]=[C:27]([C:36]([OH:38])=[O:37])[C:26](=[O:39])[N:25]3[C:30]=2[C:31]([CH3:32])=[C:22]([N:19]2[CH2:20][CH2:21][CH:17]([N:14]4[CH2:15][CH2:16][NH:11][CH2:12][CH2:13]4)[CH2:18]2)[C:23]([F:40])=[CH:24]3)[CH2:34][CH2:35]1, predict the reactants needed to synthesize it. (7) Given the product [NH3:8].[Cl:1][C:2]1[CH:3]=[C:4]2[C:9](=[CH:10][C:11]=1[O:12][CH2:57][CH:58]([OH:59])[CH2:60][N:62]1[CH2:67][CH2:66][O:65][CH2:64][CH2:63]1)[NH:8][C:7](=[O:13])[C:6]([CH2:14][NH:15][C:16]1[CH:23]=[CH:22][C:19]([C:20]#[N:21])=[C:18]([O:24][CH3:25])[CH:17]=1)=[CH:5]2, predict the reactants needed to synthesize it. The reactants are: [Cl:1][C:2]1[CH:3]=[C:4]2[C:9](=[CH:10][C:11]=1[OH:12])[NH:8][C:7](=[O:13])[C:6]([CH2:14][NH:15][C:16]1[CH:23]=[CH:22][C:19]([C:20]#[N:21])=[C:18]([O:24][CH3:25])[CH:17]=1)=[CH:5]2.C1(P(C2C=CC=CC=2)C2C=CC=CC=2)C=CC=CC=1.CCOC(/N=N/C(OCC)=O)=O.[CH2:57]1[O:59][CH:58]1[CH2:60]O.[NH:62]1[CH2:67][CH2:66][O:65][CH2:64][CH2:63]1. (8) Given the product [CH3:21][O:20][CH2:19][CH2:18][O:1][C:2]1[CH:3]=[C:4]([C:14](=[O:16])[CH3:15])[CH:5]=[C:6]([S:8]([F:13])([F:9])([F:10])([F:11])[F:12])[CH:7]=1, predict the reactants needed to synthesize it. The reactants are: [OH:1][C:2]1[CH:3]=[C:4]([C:14](=[O:16])[CH3:15])[CH:5]=[C:6]([S:8]([F:13])([F:12])([F:11])([F:10])[F:9])[CH:7]=1.Br[CH2:18][CH2:19][O:20][CH3:21].[H-].[Na+].[Br-]. (9) Given the product [F:7][C:8]1[CH:13]=[CH:12][C:11]([S:14]([NH:17][C:18]2[C:27]([C:28]([O:30][CH3:31])=[O:29])=[C:26]3[C:21]([CH:22]4[CH2:32][CH:23]4[CH2:24][O:25]3)=[CH:20][CH:19]=2)(=[O:15])=[O:16])=[C:10]([CH2:33][NH:34][CH3:35])[CH:9]=1, predict the reactants needed to synthesize it. The reactants are: C(=O)([O-])[O-].[K+].[K+].[F:7][C:8]1[CH:13]=[CH:12][C:11]([S:14]([NH:17][C:18]2[C:27]([C:28]([O:30][CH3:31])=[O:29])=[C:26]3[C:21]([CH:22]4[CH2:32][CH:23]4[CH2:24][O:25]3)=[CH:20][CH:19]=2)(=[O:16])=[O:15])=[C:10]([CH2:33][N:34](C)[C:35](=O)C(F)(F)F)[CH:9]=1.